From a dataset of Full USPTO retrosynthesis dataset with 1.9M reactions from patents (1976-2016). Predict the reactants needed to synthesize the given product. (1) Given the product [Br:23][C:2]1[S:1][C:5]2[CH2:6][N:7]([C:11]([O:13][CH2:14][CH3:15])=[O:12])[CH2:8][CH2:9][CH2:10][C:4]=2[CH:3]=1, predict the reactants needed to synthesize it. The reactants are: [S:1]1[C:5]2[CH2:6][N:7]([C:11]([O:13][CH2:14][CH3:15])=[O:12])[CH2:8][CH2:9][CH2:10][C:4]=2[CH:3]=[CH:2]1.C1C(=O)N([Br:23])C(=O)C1. (2) The reactants are: [N:1]1([C:7]([C:9]2[CH:17]=[C:16]3[C:12]([C:13]([C:18](=O)[CH3:19])=[CH:14][NH:15]3)=[CH:11][CH:10]=2)=[O:8])[CH2:6][CH2:5][O:4][CH2:3][CH2:2]1.C(O)(=O)C. Given the product [CH2:18]([C:13]1[C:12]2[C:16](=[CH:17][C:9]([C:7]([N:1]3[CH2:2][CH2:3][O:4][CH2:5][CH2:6]3)=[O:8])=[CH:10][CH:11]=2)[NH:15][CH:14]=1)[CH3:19], predict the reactants needed to synthesize it.